Dataset: Forward reaction prediction with 1.9M reactions from USPTO patents (1976-2016). Task: Predict the product of the given reaction. (1) Given the reactants Cl[C:2](Cl)([O:4]C(=O)OC(Cl)(Cl)Cl)Cl.[F:13][C:14]1[CH:19]=[CH:18][C:17]([N:20]2[CH2:24][CH2:23][NH:22][C:21]2=[O:25])=[CH:16][CH:15]=1.[NH2:26][C:27]1[CH:51]=[CH:50][C:30]([O:31][C:32]2[CH:37]=[CH:36][N:35]=[C:34]3[CH:38]=[C:39]([C:41]4[CH2:46][CH2:45][N:44]([C:47](=O)C)[CH2:43][CH:42]=4)[S:40][C:33]=23)=[C:29]([F:52])[CH:28]=1.CCN(C(C)C)C(C)C, predict the reaction product. The product is: [F:52][C:29]1[CH:28]=[C:27]([NH:26][C:2]([N:22]2[CH2:23][CH2:24][N:20]([C:17]3[CH:16]=[CH:15][C:14]([F:13])=[CH:19][CH:18]=3)[C:21]2=[O:25])=[O:4])[CH:51]=[CH:50][C:30]=1[O:31][C:32]1[CH:37]=[CH:36][N:35]=[C:34]2[CH:38]=[C:39]([C:41]3[CH2:46][CH2:45][N:44]([CH3:47])[CH2:43][CH:42]=3)[S:40][C:33]=12. (2) Given the reactants Br[C:2]1[CH:3]=[C:4]2[C:9](=[CH:10][CH:11]=1)[N:8]=[C:7]([NH:12][CH2:13][CH2:14][C:15]1[CH:20]=[CH:19][CH:18]=[CH:17][N:16]=1)[N:6]=[CH:5]2.[F:21][C:22]1[CH:27]=[CH:26][CH:25]=[CH:24][C:23]=1B(O)O.C(=O)([O-])[O-].[Na+].[Na+].C(O)C, predict the reaction product. The product is: [F:21][C:22]1[CH:27]=[CH:26][CH:25]=[CH:24][C:23]=1[C:2]1[CH:3]=[C:4]2[C:9](=[CH:10][CH:11]=1)[N:8]=[C:7]([NH:12][CH2:13][CH2:14][C:15]1[CH:20]=[CH:19][CH:18]=[CH:17][N:16]=1)[N:6]=[CH:5]2. (3) Given the reactants [Cl:1][C:2]1[N:11]=[C:10](Cl)[C:9]2[C:4](=[CH:5][CH:6]=[CH:7][CH:8]=2)[N:3]=1.[NH2:13][C:14]1[CH:18]=[C:17]([CH:19]2[CH2:23][CH2:22][CH2:21][CH2:20]2)[NH:16][N:15]=1.C(N(CC)CC)C, predict the reaction product. The product is: [Cl:1][C:2]1[N:11]=[C:10]([NH:13][C:14]2[NH:15][N:16]=[C:17]([CH:19]3[CH2:23][CH2:22][CH2:21][CH2:20]3)[CH:18]=2)[C:9]2[C:4](=[CH:5][CH:6]=[CH:7][CH:8]=2)[N:3]=1. (4) The product is: [C:23]1([P:22](=[O:10])([C:19]2[CH:18]=[CH:17][CH:16]=[CH:21][CH:20]=2)[C:29]2[CH:34]=[CH:33][CH:32]=[CH:31][CH:30]=2)[CH:28]=[CH:27][CH:26]=[CH:25][CH:24]=1. Given the reactants BrC1C=CC(CC[OH:10])=CC=1.C(Br)(Br)(Br)Br.[CH:16]1[CH:21]=[CH:20][C:19]([P:22]([C:29]2[CH:34]=[CH:33][CH:32]=[CH:31][CH:30]=2)[C:23]2[CH:28]=[CH:27][CH:26]=[CH:25][CH:24]=2)=[CH:18][CH:17]=1, predict the reaction product.